From a dataset of Reaction yield outcomes from USPTO patents with 853,638 reactions. Predict the reaction yield, written as a fraction of the theoretical maximum amount of product (1.0 means a 100% yield; for example, 0.34 means a 34% yield). The reactants are Cl.[N:2]1([C:8]2[C:9]3[N:10]([N:19]=[N:20][N:21]=3)[C:11]([C:14]3[S:15][CH:16]=[CH:17][CH:18]=3)=[CH:12][N:13]=2)[CH2:7][CH2:6][NH:5][CH2:4][CH2:3]1.C=O.[CH2:24](Cl)Cl.C([O-])(O)=O.[Na+]. The catalyst is CO. The product is [CH3:24][N:5]1[CH2:4][CH2:3][N:2]([C:8]2[C:9]3[N:10]([N:19]=[N:20][N:21]=3)[C:11]([C:14]3[S:15][CH:16]=[CH:17][CH:18]=3)=[CH:12][N:13]=2)[CH2:7][CH2:6]1. The yield is 0.940.